Dataset: Full USPTO retrosynthesis dataset with 1.9M reactions from patents (1976-2016). Task: Predict the reactants needed to synthesize the given product. (1) Given the product [C:1]([O:4][C@@H:5]1[C@@H:18]([O:19][C:20](=[O:22])[CH3:21])[C@H:17]([O:23][C:24](=[O:26])[CH3:25])[CH2:16][S:15][C@H:6]1[O:7][C:8]1[CH:13]=[CH:12][CH:11]=[C:10]([C:32]2[CH:33]=[N:34][C:29]([C:27]#[N:28])=[CH:30][CH:31]=2)[CH:9]=1)(=[O:3])[CH3:2], predict the reactants needed to synthesize it. The reactants are: [C:1]([O:4][C@@H:5]1[C@@H:18]([O:19][C:20](=[O:22])[CH3:21])[C@H:17]([O:23][C:24](=[O:26])[CH3:25])[CH2:16][S:15][C@H:6]1[O:7][C:8]1[CH:13]=[CH:12][CH:11]=[C:10](Br)[CH:9]=1)(=[O:3])[CH3:2].[C:27]([C:29]1[N:34]=[CH:33][C:32](B(O)O)=[CH:31][CH:30]=1)#[N:28]. (2) Given the product [Cl:7][C:8]1[CH:9]=[CH:10][C:11]([O:12][CH2:13][C:14]2[CH:19]=[N:18][N:17]([C:30]3[CH:31]=[CH:32][C:27]([O:26][CH2:25][C:24]([OH:23])([CH3:39])[CH3:38])=[C:28]([O:36][CH3:37])[CH:29]=3)[C:16](=[O:20])[CH:15]=2)=[CH:21][CH:22]=1, predict the reactants needed to synthesize it. The reactants are: N1C=CC=CC=1.[Cl:7][C:8]1[CH:22]=[CH:21][C:11]([O:12][CH2:13][C:14]2[CH:19]=[N:18][NH:17][C:16](=[O:20])[CH:15]=2)=[CH:10][CH:9]=1.[OH:23][C:24]([CH3:39])([CH3:38])[CH2:25][O:26][C:27]1[CH:32]=[CH:31][C:30](B(O)O)=[CH:29][C:28]=1[O:36][CH3:37].Cl. (3) The reactants are: [C:1]([O:7][CH3:8])(=[O:6])[C:2]([O:4]C)=O.[Cl:9][C:10]1[CH:15]=[CH:14][C:13]([C:16](=[O:18])[CH3:17])=[CH:12][CH:11]=1.C[O-].[Na+].Cl. Given the product [Cl:9][C:10]1[CH:15]=[CH:14][C:13]([C:16](=[O:18])[CH2:17][C:2](=[O:4])[C:1]([O:7][CH3:8])=[O:6])=[CH:12][CH:11]=1, predict the reactants needed to synthesize it. (4) Given the product [Br:9][C:6]1[C:5](=[O:7])[NH:4][C:3](=[O:8])[NH:2][N:1]=1, predict the reactants needed to synthesize it. The reactants are: [N:1]1[NH:2][C:3](=[O:8])[NH:4][C:5](=[O:7])[CH:6]=1.[Br:9]Br.N. (5) Given the product [CH3:1][O:2][C:3]1[C:4]([N+:12]([O-:14])=[O:13])=[C:5]([CH:9]=[CH:10][CH:11]=1)[C:6]([O:8][CH3:15])=[O:7], predict the reactants needed to synthesize it. The reactants are: [CH3:1][O:2][C:3]1[C:4]([N+:12]([O-:14])=[O:13])=[C:5]([CH:9]=[CH:10][CH:11]=1)[C:6]([OH:8])=[O:7].[C:15]([O-])([O-])=O.[K+].[K+].CI.O. (6) The reactants are: [NH2:1][C:2]1[CH:7]=[CH:6][CH:5]=[C:4]([Cl:8])[N:3]=1.[Cl:9][CH2:10][CH:11]=O. Given the product [ClH:8].[Cl:9][C:10]1[N:3]2[CH:4]=[CH:5][N:1]=[C:2]2[CH:7]=[CH:6][CH:11]=1, predict the reactants needed to synthesize it. (7) Given the product [CH3:29][O:30][CH2:31][CH2:32][N:25]1[CH2:24][CH2:23][CH:22]([N:21]([CH3:28])[C:19](=[O:20])[CH2:18][O:17][C:4]2[N:3]=[C:2]([CH3:1])[C:7]([NH:8][C:9](=[O:15])[O:10][C:11]([CH3:14])([CH3:12])[CH3:13])=[C:6]([CH3:16])[N:5]=2)[CH2:27][CH2:26]1, predict the reactants needed to synthesize it. The reactants are: [CH3:1][C:2]1[C:7]([NH:8][C:9](=[O:15])[O:10][C:11]([CH3:14])([CH3:13])[CH3:12])=[C:6]([CH3:16])[N:5]=[C:4]([O:17][CH2:18][C:19]([N:21]([CH3:28])[CH:22]2[CH2:27][CH2:26][NH:25][CH2:24][CH2:23]2)=[O:20])[N:3]=1.[CH3:29][O:30][CH2:31][CH2:32]Br. (8) Given the product [CH2:1]([O:3][C:4](=[O:16])[C:5]1[CH:10]=[CH:9][C:8]([S:11]([CH3:14])(=[O:12])=[O:13])=[CH:7][C:6]=1[O:15][CH2:24][C:25]#[N:26])[CH3:2], predict the reactants needed to synthesize it. The reactants are: [CH2:1]([O:3][C:4](=[O:16])[C:5]1[CH:10]=[CH:9][C:8]([S:11]([CH3:14])(=[O:13])=[O:12])=[CH:7][C:6]=1[OH:15])[CH3:2].C([O-])([O-])=O.[K+].[K+].Cl[CH2:24][C:25]#[N:26]. (9) Given the product [Br:1][C:2]1[N:3]=[C:4]2[C:10]([CH:11]([C:13]3[C:18]([Cl:19])=[CH:17][CH:16]=[C:15]([F:20])[C:14]=3[Cl:21])[CH3:26])=[CH:9][NH:8][C:5]2=[N:6][CH:7]=1, predict the reactants needed to synthesize it. The reactants are: [Br:1][C:2]1[N:3]=[C:4]2[C:10]([CH:11]([C:13]3[C:18]([Cl:19])=[CH:17][CH:16]=[C:15]([F:20])[C:14]=3[Cl:21])O)=[CH:9][NH:8][C:5]2=[N:6][CH:7]=1.B(F)(F)F.[CH3:26]COCC.C[Zn]C.[NH4+].[Cl-]. (10) Given the product [F:11][C:9]([F:10])([F:12])[C:7]1[CH:6]=[C:5]([CH2:13][O:14][C@@H:15]2[CH2:21][CH2:20][C@@H:19]3[NH:22][C@@:16]2([C:25]2[CH:30]=[CH:29][CH:28]=[CH:27][CH:26]=2)[CH2:17][C@H:18]3[CH:23]=[O:24])[CH:4]=[C:3]([C:2]([F:1])([F:31])[F:32])[CH:8]=1, predict the reactants needed to synthesize it. The reactants are: [F:1][C:2]([F:32])([F:31])[C:3]1[CH:4]=[C:5]([CH2:13][O:14][C@@H:15]2[CH2:21][CH2:20][C@@H:19]3[NH:22][C@@:16]2([C:25]2[CH:30]=[CH:29][CH:28]=[CH:27][CH:26]=2)[CH2:17][C@H:18]3[CH2:23][OH:24])[CH:6]=[C:7]([C:9]([F:12])([F:11])[F:10])[CH:8]=1.CC(OI1(OC(C)=O)(OC(C)=O)OC(=O)C2C=CC=CC1=2)=O.S([O-])(O)=O.[Na+].C(=O)([O-])O.[Na+].